This data is from NCI-60 drug combinations with 297,098 pairs across 59 cell lines. The task is: Regression. Given two drug SMILES strings and cell line genomic features, predict the synergy score measuring deviation from expected non-interaction effect. (1) Drug 1: CC1C(C(CC(O1)OC2CC(CC3=C2C(=C4C(=C3O)C(=O)C5=C(C4=O)C(=CC=C5)OC)O)(C(=O)CO)O)N)O.Cl. Drug 2: C1CCN(CC1)CCOC2=CC=C(C=C2)C(=O)C3=C(SC4=C3C=CC(=C4)O)C5=CC=C(C=C5)O. Cell line: HL-60(TB). Synergy scores: CSS=3.81, Synergy_ZIP=-1.82, Synergy_Bliss=-1.63, Synergy_Loewe=-4.54, Synergy_HSA=-3.80. (2) Drug 1: C1=CC(=C2C(=C1NCCNCCO)C(=O)C3=C(C=CC(=C3C2=O)O)O)NCCNCCO. Drug 2: CC1CCCC2(C(O2)CC(NC(=O)CC(C(C(=O)C(C1O)C)(C)C)O)C(=CC3=CSC(=N3)C)C)C. Cell line: UACC-257. Synergy scores: CSS=0.310, Synergy_ZIP=-1.80, Synergy_Bliss=-2.89, Synergy_Loewe=-4.83, Synergy_HSA=-3.84. (3) Drug 1: CCCS(=O)(=O)NC1=C(C(=C(C=C1)F)C(=O)C2=CNC3=C2C=C(C=N3)C4=CC=C(C=C4)Cl)F. Drug 2: CN(CC1=CN=C2C(=N1)C(=NC(=N2)N)N)C3=CC=C(C=C3)C(=O)NC(CCC(=O)O)C(=O)O. Cell line: DU-145. Synergy scores: CSS=20.9, Synergy_ZIP=-0.996, Synergy_Bliss=-3.39, Synergy_Loewe=-32.6, Synergy_HSA=-5.63. (4) Drug 1: CN1C(=O)N2C=NC(=C2N=N1)C(=O)N. Drug 2: CC12CCC3C(C1CCC2O)C(CC4=C3C=CC(=C4)O)CCCCCCCCCS(=O)CCCC(C(F)(F)F)(F)F. Cell line: A549. Synergy scores: CSS=3.21, Synergy_ZIP=-0.949, Synergy_Bliss=2.06, Synergy_Loewe=1.94, Synergy_HSA=1.96. (5) Drug 1: C1CC(=O)NC(=O)C1N2CC3=C(C2=O)C=CC=C3N. Drug 2: CN(CC1=CN=C2C(=N1)C(=NC(=N2)N)N)C3=CC=C(C=C3)C(=O)NC(CCC(=O)O)C(=O)O. Cell line: HCC-2998. Synergy scores: CSS=22.4, Synergy_ZIP=1.32, Synergy_Bliss=1.93, Synergy_Loewe=-20.6, Synergy_HSA=0.974. (6) Drug 1: C1=CC(=CC=C1CCCC(=O)O)N(CCCl)CCCl. Drug 2: CS(=O)(=O)CCNCC1=CC=C(O1)C2=CC3=C(C=C2)N=CN=C3NC4=CC(=C(C=C4)OCC5=CC(=CC=C5)F)Cl. Cell line: SNB-75. Synergy scores: CSS=20.1, Synergy_ZIP=-4.83, Synergy_Bliss=2.59, Synergy_Loewe=-0.993, Synergy_HSA=3.37. (7) Cell line: HOP-62. Drug 2: C1=CC=C(C(=C1)C(C2=CC=C(C=C2)Cl)C(Cl)Cl)Cl. Drug 1: CN(C)N=NC1=C(NC=N1)C(=O)N. Synergy scores: CSS=-5.30, Synergy_ZIP=1.65, Synergy_Bliss=-1.45, Synergy_Loewe=-4.23, Synergy_HSA=-4.92. (8) Drug 1: CC1=CC2C(CCC3(C2CCC3(C(=O)C)OC(=O)C)C)C4(C1=CC(=O)CC4)C. Drug 2: CN(C)C1=NC(=NC(=N1)N(C)C)N(C)C. Cell line: SK-MEL-28. Synergy scores: CSS=-4.78, Synergy_ZIP=3.95, Synergy_Bliss=5.08, Synergy_Loewe=-0.940, Synergy_HSA=-0.612. (9) Drug 1: CNC(=O)C1=CC=CC=C1SC2=CC3=C(C=C2)C(=NN3)C=CC4=CC=CC=N4. Drug 2: COCCOC1=C(C=C2C(=C1)C(=NC=N2)NC3=CC=CC(=C3)C#C)OCCOC.Cl. Cell line: MALME-3M. Synergy scores: CSS=8.76, Synergy_ZIP=0.0973, Synergy_Bliss=3.82, Synergy_Loewe=2.93, Synergy_HSA=2.93.